Dataset: Full USPTO retrosynthesis dataset with 1.9M reactions from patents (1976-2016). Task: Predict the reactants needed to synthesize the given product. (1) Given the product [Br:9][C:10]1[CH:11]=[C:12]([CH:13]2[C:3]3[C:2](=[O:8])[NH:1][CH2:6][CH2:5][C:4]=3[NH:25][C:23]([CH3:24])=[C:22]2[C:21]([O:20][CH3:19])=[O:26])[CH:15]=[CH:16][C:17]=1[F:18], predict the reactants needed to synthesize it. The reactants are: [NH:1]1[CH2:6][CH2:5][C:4](=O)[CH2:3][C:2]1=[O:8].[Br:9][C:10]1[CH:11]=[C:12]([CH:15]=[CH:16][C:17]=1[F:18])[CH:13]=O.[CH3:19][O:20][C:21](=[O:26])/[CH:22]=[C:23](\[NH2:25])/[CH3:24]. (2) Given the product [N+:13]([C:8]1[CH:7]([CH3:16])[CH:5]2[CH2:6][C:2]([CH2:17][N:20]3[CH2:21][CH2:22][C:23]4[C:24]5[C:29](=[CH:28][CH:27]=[CH:26][CH:25]=5)[NH:30][C:31]=4[CH2:19]3)([CH3:1])[O:3][C:4]2=[C:10]([CH3:11])[C:9]=1[CH3:12])([O-:15])=[O:14], predict the reactants needed to synthesize it. The reactants are: [CH3:1][C:2]1([CH:17]=O)[CH2:6][CH:5]2[CH:7]([CH3:16])[C:8]([N+:13]([O-:15])=[O:14])=[C:9]([CH3:12])[C:10]([CH3:11])=[C:4]2[O:3]1.[CH2:19]1[C:31]2[NH:30][C:29]3[C:24](=[CH:25][CH:26]=[CH:27][CH:28]=3)[C:23]=2[CH2:22][CH2:21][NH:20]1.C(O[BH-](OC(=O)C)OC(=O)C)(=O)C.[Na+].[OH-].[Na+]. (3) Given the product [CH2:27]([O:34][C:35]1[CH:42]=[CH:41][C:38]([CH:39]=[CH:5][CH2:4][CH2:3][OH:2])=[CH:37][CH:36]=1)[C:28]1[CH:33]=[CH:32][CH:31]=[CH:30][CH:29]=1, predict the reactants needed to synthesize it. The reactants are: [Br-].[OH:2][CH2:3][CH2:4][CH2:5][P+](C1C=CC=CC=1)(C1C=CC=CC=1)C1C=CC=CC=1.[H-].[Na+].[CH2:27]([O:34][C:35]1[CH:42]=[CH:41][C:38]([CH:39]=O)=[CH:37][CH:36]=1)[C:28]1[CH:33]=[CH:32][CH:31]=[CH:30][CH:29]=1. (4) The reactants are: Cl[C:2]1[N:7]=[CH:6][NH:5][C:4]2=[N:8][CH:9]=[CH:10][C:3]=12.[CH3:11][N:12]([CH:20]1[CH2:25][CH2:24][NH:23][CH2:22][CH2:21]1)[C:13](=[O:19])[O:14][C:15]([CH3:18])([CH3:17])[CH3:16]. Given the product [CH3:11][N:12]([CH:20]1[CH2:21][CH2:22][N:23]([C:2]2[C:3]3[CH:10]=[CH:9][NH:8][C:4]=3[N:5]=[CH:6][N:7]=2)[CH2:24][CH2:25]1)[C:13](=[O:19])[O:14][C:15]([CH3:18])([CH3:16])[CH3:17], predict the reactants needed to synthesize it.